This data is from Reaction yield outcomes from USPTO patents with 853,638 reactions. The task is: Predict the reaction yield, written as a fraction of the theoretical maximum amount of product (1.0 means a 100% yield; for example, 0.34 means a 34% yield). (1) The reactants are [Si:1]([O:18][CH2:19][C:20]1[C:25]([N:26]2[CH2:31][C@H:30]([CH3:32])[O:29][C@H:28]([CH3:33])[CH2:27]2)=[C:24]([F:34])[C:23]([F:35])=[CH:22][CH:21]=1)([C:14]([CH3:17])([CH3:16])[CH3:15])([C:8]1[CH:13]=[CH:12][CH:11]=[CH:10][CH:9]=1)[C:2]1[CH:7]=[CH:6][CH:5]=[CH:4][CH:3]=1.C([Li])(CC)C.[C:41](OCC)(=[O:47])[C:42]([O:44][CH2:45][CH3:46])=[O:43]. The catalyst is C1COCC1. The product is [Si:1]([O:18][CH2:19][C:20]1[C:25]([N:26]2[CH2:31][C@H:30]([CH3:32])[O:29][C@H:28]([CH3:33])[CH2:27]2)=[C:24]([F:34])[C:23]([F:35])=[C:22]([C:41](=[O:47])[C:42]([O:44][CH2:45][CH3:46])=[O:43])[CH:21]=1)([C:14]([CH3:16])([CH3:17])[CH3:15])([C:2]1[CH:7]=[CH:6][CH:5]=[CH:4][CH:3]=1)[C:8]1[CH:13]=[CH:12][CH:11]=[CH:10][CH:9]=1. The yield is 0.810. (2) The reactants are [CH3:1][C:2]1([CH3:11])[O:6][C@:5]([CH3:10])([CH:7]=[N:8][OH:9])[CH2:4][O:3]1.[Cl:12]N1C(=O)CCC1=O. The catalyst is CN(C=O)C.O. The product is [OH:9][N:8]=[C:7]([Cl:12])[C@:5]1([CH3:10])[CH2:4][O:3][C:2]([CH3:11])([CH3:1])[O:6]1. The yield is 0.940.